The task is: Predict the reaction yield, written as a fraction of the theoretical maximum amount of product (1.0 means a 100% yield; for example, 0.34 means a 34% yield).. This data is from Reaction yield outcomes from USPTO patents with 853,638 reactions. (1) The reactants are [Cl:1][C:2]1[CH:3]=[C:4]([CH:7]=[CH:8][C:9]=1F)[C:5]#[N:6].[CH2:11]([NH2:14])[CH2:12][CH3:13]. The catalyst is C1COCC1. The product is [Cl:1][C:2]1[CH:3]=[C:4]([CH:7]=[CH:8][C:9]=1[NH:14][CH2:11][CH2:12][CH3:13])[C:5]#[N:6]. The yield is 0.940. (2) The reactants are [Cl:1][CH2:2][CH2:3][CH2:4][C:5]([C:7]1[CH:12]=[CH:11][C:10]([C:13]([CH3:20])([CH3:19])[C:14]([O:16][CH2:17][CH3:18])=[O:15])=[CH:9][CH:8]=1)=[O:6].[C:21]1([C:27]([C:35]2[CH:40]=[CH:39][CH:38]=[CH:37][CH:36]=2)([CH:29]2[CH2:34][CH2:33][NH:32][CH2:31][CH2:30]2)[OH:28])[CH:26]=[CH:25][CH:24]=[CH:23][CH:22]=1.Cl. The catalyst is C1(C)C(C)=CC=CC=1. The product is [ClH:1].[OH:28][C:27]([C:35]1[CH:40]=[CH:39][CH:38]=[CH:37][CH:36]=1)([C:21]1[CH:22]=[CH:23][CH:24]=[CH:25][CH:26]=1)[CH:29]1[CH2:34][CH2:33][N:32]([CH2:2][CH2:3][CH2:4][C:5]([C:7]2[CH:12]=[CH:11][C:10]([C:13]([CH3:20])([CH3:19])[C:14]([O:16][CH2:17][CH3:18])=[O:15])=[CH:9][CH:8]=2)=[O:6])[CH2:31][CH2:30]1. The yield is 0.700.